This data is from NCI-60 drug combinations with 297,098 pairs across 59 cell lines. The task is: Regression. Given two drug SMILES strings and cell line genomic features, predict the synergy score measuring deviation from expected non-interaction effect. Drug 1: CC(C1=C(C=CC(=C1Cl)F)Cl)OC2=C(N=CC(=C2)C3=CN(N=C3)C4CCNCC4)N. Drug 2: C1CCC(C(C1)N)N.C(=O)(C(=O)[O-])[O-].[Pt+4]. Cell line: A549. Synergy scores: CSS=23.2, Synergy_ZIP=-6.21, Synergy_Bliss=1.23, Synergy_Loewe=0.689, Synergy_HSA=2.46.